Predict the reaction yield, written as a fraction of the theoretical maximum amount of product (1.0 means a 100% yield; for example, 0.34 means a 34% yield). From a dataset of Reaction yield outcomes from USPTO patents with 853,638 reactions. (1) The reactants are Br[C:2]1[CH:3]=[N:4][CH:5]=[C:6]([Br:8])[CH:7]=1.[CH3:9][C:10]1[C:14](B2OC(C)(C)C(C)(C)O2)=[C:13]([CH3:24])[O:12][N:11]=1.C(=O)([O-])[O-].[K+].[K+]. The catalyst is O1CCOCC1.O. The product is [Br:8][C:6]1[CH:7]=[C:2]([C:14]2[C:10]([CH3:9])=[N:11][O:12][C:13]=2[CH3:24])[CH:3]=[N:4][CH:5]=1. The yield is 0.710. (2) The reactants are [NH2:1][C:2]1[CH:6]=[C:5]([C:7]2[CH:12]=[CH:11][N:10]=[CH:9][CH:8]=2)[S:4][C:3]=1[C:13]([NH2:15])=[O:14].[CH3:16][C:17](=O)[CH2:18][CH3:19].O.C1(C)C=CC(S(O)(=O)=O)=CC=1.C(=O)([O-])O.[Na+]. The catalyst is C(O)(=O)C. The product is [CH2:17]([C:18]1([CH3:19])[NH:1][C:2]2[CH:6]=[C:5]([C:7]3[CH:8]=[CH:9][N:10]=[CH:11][CH:12]=3)[S:4][C:3]=2[C:13](=[O:14])[NH:15]1)[CH3:16]. The yield is 0.690. (3) The catalyst is Cl.O. The product is [CH2:5]1[C:13]2[C:8](=[CH:9][C:10]([NH:14][C:3]([NH2:2])=[S:4])=[CH:11][CH:12]=2)[CH2:7][CH2:6]1. The yield is 0.300. The reactants are [NH4+].[N:2]#[C:3][S-:4].[CH2:5]1[C:13]2[C:8](=[CH:9][C:10]([NH2:14])=[CH:11][CH:12]=2)[CH2:7][CH2:6]1. (4) The reactants are C([O:3][C:4](=[O:26])[CH2:5][CH2:6][CH2:7][N:8]1[C:12](=[O:13])/[C:11](=[CH:14]/[C:15]2[CH:20]=[CH:19][C:18]([OH:21])=[CH:17][C:16]=2[B:22]([F:24])[F:23])/[N:10]=[C:9]1[CH3:25])C.C(O)C.[OH-].[Na+]. The catalyst is O. The product is [F:24][B:22]([F:23])[C:16]1[CH:17]=[C:18]([OH:21])[CH:19]=[CH:20][C:15]=1/[CH:14]=[C:11]1\[N:10]=[C:9]([CH3:25])[N:8]([CH2:7][CH2:6][CH2:5][C:4]([OH:26])=[O:3])[C:12]\1=[O:13]. The yield is 0.770.